This data is from Reaction yield outcomes from USPTO patents with 853,638 reactions. The task is: Predict the reaction yield, written as a fraction of the theoretical maximum amount of product (1.0 means a 100% yield; for example, 0.34 means a 34% yield). (1) The product is [CH2:1]([O:3][C:4](=[O:43])[CH2:5][CH2:6][CH2:7][CH2:8][O:9][C:10]1[CH:11]=[CH:12][C:13]([N:16]2[CH:44]=[N:23][C:22]3[C:17]2=[N:18][C:19]([NH:24][C:25]2[CH:26]=[CH:27][C:28]([O:31][CH2:32][CH2:33][CH2:34][NH:35][C:36]([O:38][C:39]([CH3:42])([CH3:41])[CH3:40])=[O:37])=[CH:29][CH:30]=2)=[N:20][CH:21]=3)=[CH:14][CH:15]=1)[CH3:2]. The yield is 0.500. The reactants are [CH2:1]([O:3][C:4](=[O:43])[CH2:5][CH2:6][CH2:7][CH2:8][O:9][C:10]1[CH:15]=[CH:14][C:13]([NH:16][C:17]2[C:22]([NH2:23])=[CH:21][N:20]=[C:19]([NH:24][C:25]3[CH:30]=[CH:29][C:28]([O:31][CH2:32][CH2:33][CH2:34][NH:35][C:36]([O:38][C:39]([CH3:42])([CH3:41])[CH3:40])=[O:37])=[CH:27][CH:26]=3)[N:18]=2)=[CH:12][CH:11]=1)[CH3:2].[CH:44](OC)(OC)OC. No catalyst specified. (2) The reactants are [OH-].[Na+].[CH2:3]([CH:6]([CH2:11][C:12]#[CH:13])[C:7]([O:9]C)=[O:8])[C:4]#[CH:5]. The catalyst is CCO. The product is [CH2:3]([CH:6]([CH2:11][C:12]#[CH:13])[C:7]([OH:9])=[O:8])[C:4]#[CH:5]. The yield is 0.950. (3) The reactants are [C:1]([C:3]1[CH:4]=[C:5]([CH:9]=[CH:10][CH:11]=1)[C:6]([OH:8])=O)#[N:2].C1C=CC2N(O)N=NC=2C=1.CCN=C=NCCCN(C)C.CCN(C(C)C)C(C)C.[NH2:42][CH:43]1[CH:47]([OH:48])[CH2:46][N:45]([C:49]([O:51][C:52]([CH3:55])([CH3:54])[CH3:53])=[O:50])[CH2:44]1. The catalyst is C(Cl)Cl. The product is [C:1]([C:3]1[CH:4]=[C:5]([CH:9]=[CH:10][CH:11]=1)[C:6]([NH:42][CH:43]1[CH:47]([OH:48])[CH2:46][N:45]([C:49]([O:51][C:52]([CH3:55])([CH3:54])[CH3:53])=[O:50])[CH2:44]1)=[O:8])#[N:2]. The yield is 0.620.